From a dataset of Catalyst prediction with 721,799 reactions and 888 catalyst types from USPTO. Predict which catalyst facilitates the given reaction. (1) Reactant: [Br:1][C:2]1[C:3]([F:12])=[C:4]2[C:10]([NH2:11])=[CH:9][NH:8][C:5]2=[N:6][CH:7]=1.[O:13]1[CH2:17][CH2:16][CH2:15][C@H:14]1[C:18](O)=[O:19].C(N(CC)CC)C.C1N(P(Cl)(N2C(=O)OCC2)=O)C(=O)OC1.[Li+].[OH-]. Product: [Br:1][C:2]1[C:3]([F:12])=[C:4]2[C:10]([NH:11][C:18]([C@@H:14]3[CH2:15][CH2:16][CH2:17][O:13]3)=[O:19])=[CH:9][NH:8][C:5]2=[N:6][CH:7]=1. The catalyst class is: 34. (2) Reactant: [Br:1][C:2]1[CH:3]=[CH:4][CH:5]=[C:6]2[C:10]=1[NH:9][CH:8]=[CH:7]2.CN1CCCN(C)C1=O.[C:20]1([CH:26]2[CH2:28][O:27]2)[CH:25]=[CH:24][CH:23]=[CH:22][CH:21]=1.C(=O)([O-])[O-].[Cs+].[Cs+]. Product: [Br:1][C:2]1[CH:3]=[CH:4][CH:5]=[C:6]2[C:10]=1[N:9]([CH2:28][CH:26]([C:20]1[CH:25]=[CH:24][CH:23]=[CH:22][CH:21]=1)[OH:27])[CH:8]=[CH:7]2. The catalyst class is: 69. (3) Reactant: [N:1]1[CH:6]=[CH:5][CH:4]=[C:3]([C:7]2[CH:12]=[CH:11][NH:10][C:9](=[O:13])[N:8]=2)[CH:2]=1.[H-].[Na+].Br[CH2:17][CH2:18][CH2:19][CH2:20][Cl:21].O. Product: [Cl:21][CH2:20][CH2:19][CH2:18][CH2:17][N:10]1[CH:11]=[CH:12][C:7]([C:3]2[CH:2]=[N:1][CH:6]=[CH:5][CH:4]=2)=[N:8][C:9]1=[O:13]. The catalyst class is: 3. (4) Reactant: Cl[C:2]1[C:11]2=[N:12][N:13](CC3C=CC(OC)=CC=3)[CH:14]=[C:10]2[C:9]2[CH:8]=[C:7]([O:24][CH3:25])[CH:6]=[CH:5][C:4]=2[N:3]=1.[NH2:26][C:27]1[CH:32]=[CH:31][C:30]([NH:33][C:34]([NH:36][C:37]2[CH:38]=[C:39]([CH3:43])[CH:40]=[CH:41][CH:42]=2)=[O:35])=[CH:29][CH:28]=1.Cl. Product: [CH3:25][O:24][C:7]1[CH:6]=[CH:5][C:4]2[N:3]=[C:2]([NH:26][C:27]3[CH:28]=[CH:29][C:30]([NH:33][C:34]([NH:36][C:37]4[CH:38]=[C:39]([CH3:43])[CH:40]=[CH:41][CH:42]=4)=[O:35])=[CH:31][CH:32]=3)[C:11]3=[N:12][NH:13][CH:14]=[C:10]3[C:9]=2[CH:8]=1. The catalyst class is: 71.